This data is from Experimentally validated miRNA-target interactions with 360,000+ pairs, plus equal number of negative samples. The task is: Binary Classification. Given a miRNA mature sequence and a target amino acid sequence, predict their likelihood of interaction. (1) The miRNA is hsa-miR-4762-5p with sequence CCAAAUCUUGAUCAGAAGCCU. The protein sequence of the target gene is MNFEFEREIGFINSQPSLAECLTSFPAVLETFQTSSIKESTLIPPPPPFEQTFPSLQPGASTLQRPRSQKRAEDGPALPPPPPPPLPAAPPAPEFPWMKEKKSAKKPSQSATSPSPAASAVPASGVGSPADGLGLPEAGGGGARRLRTAYTNTQLLELEKEFHFNKYLCRPRRVEIAALLDLTERQVKVWFQNRRMKHKRQTQHREPPDGEPACPGALEDICDPAEEPAASPGGPSASRAAWEACCHPPEVVPGALSADPRPLAVRLEGAGASSPGCALRGAGGLEPGPLPEDVFSGRQD.... Result: 1 (interaction). (2) The miRNA is mmu-miR-705 with sequence GGUGGGAGGUGGGGUGGGCA. The protein sequence of the target gene is MPPPSDIVKVAIEWPGAYPKLMEIDQKKPLSAIIKEVCDGWSLANHEYFALQHADSSNFYITEKNRNEIKNGTILRLTTSPAQNAQQLHERIQSSSMDAKLEALKDLASLSRDVTFAQEFINLDGISLLTQMVESGTERYQKLQKIMKPCFGDMLSFTLTAFVELMDHGIVSWDTFSVAFIKKIASFVNKSAIDISILQRSLAILESMVLNSHDLYQKVAQEITIGQLIPHLQGTDQEIQTYTIAVINALFLKAPDERRQEMANILAQKQLRYIILTHVIRAQRAINNEMAHQLYVLQVL.... Result: 0 (no interaction). (3) The miRNA is hsa-let-7d-5p with sequence AGAGGUAGUAGGUUGCAUAGUU. The protein sequence of the target gene is MPLEQRSQHCKPEEGLEAQGEALGLVGAQAPATEEQETASSSSTLVEVTLREVPAAESPSPPHSPQGASTLPTTINYTLWSQSDEGSSNEEQEGPSTFPDLETSFQVALSRKMAELVHFLLLKYRAREPFTKAEMLGSVIRNFQDFFPVIFSKASEYLQLVFGIEVVEVVRIGHLYILVTCLGLSYDGLLGDNQIVPKTGLLIIVLAIIAKEGDCAPEEKIWEELSVLEASDGREDSVFAHPRKLLTQDLVQENYLEYRQVPGSDPACYEFLWGPRALVETSYVKVLHHLLKISGGPHIS.... Result: 1 (interaction). (4) The miRNA is hsa-miR-337-3p with sequence CUCCUAUAUGAUGCCUUUCUUC. The protein sequence of the target gene is MSAETASGPTEDQVEILEYNFNKVDKHPDSTTLCLIAAEAGLSEEETQKWFKQRLAKWRRSEGLPSECRSVTD. Result: 1 (interaction). (5) The miRNA is gga-miR-365-3p with sequence UAAUGCCCCUAAAAAUCCUUAU. The protein sequence of the target gene is MMDGRLLEHPHAQFGGSLGGVVGFPYPLGHHHVYELAGHQLQSAAAAAAAASVPFSIDGLLSGSCAAAAASVVNPTPLLPAACGVAGESQPFKLADSGDPDKESPGCKRRRTRTNFTGWQLEELEKAFNESHYPDVFMREALALRLDLVESRVQVWFQNRRAKWRKKENTKKGPGRPAHNSHPTTCSGEPMDPEEIARKELEKMEKKKRKHEKKLLKSQSRHLHSPGGLSLHSAPSSDSDSGGGGLSPEPPEPPPPTAAAKGPGAHGSGIAGSAPVPPGEPPAPGTCDPAFYPSQRSGAG.... Result: 0 (no interaction). (6) The miRNA is hsa-miR-6861-3p with sequence UGGACCUCUCCUCCCCAG. The protein sequence of the target gene is MEPAGERFPEQRQVLILLLLLEVTLAGWEPRRYSVMEETERGSFVANLANDLGLGVGELAERGARVVSEDNEQGLQLDLQTGQLILNEKLDREKLCGPTEPCIMHFQVLLKKPLEVFRAELLVTDINDHSPEFPEREMTLKIPETSSLGTVFPLKKARDLDVGSNNVQNYNISPNSHFHVSTRTRGDGRKYPELVLDTELDREEQAELRLTLTAVDGGSPPRSGTVQILILVLDANDNAPEFVQALYEVQVPENSPVGSLVVKVSARDLDTGTNGEISYSLYYSSQEIDKPFELSSLSGE.... Result: 0 (no interaction). (7) The miRNA is hsa-miR-412-3p with sequence ACUUCACCUGGUCCACUAGCCGU. The protein sequence of the target gene is MKRRTDPECTAPIKKQKKRVAELALSLSSTSDDEPPSSVSHGAKASTTSLSGSDSETEGKQHSSDSFDDAFKADSLVEGTSSRYSMYNSVSQKLMAKMGFREGEGLGKYSQGRKDIVEASSQKGRRGLGLTLRGFDQELNVDWRDEPEPSACEQVSWFPECTTEIPDTQEMSDWMVVGKRKMIIEDETEFCGEELLHSVLQCKSVFDVLDGEEMRRARTRANPYEMIRGVFFLNRAAMKMANMDFVFDRMFTNPRDSYGKPLVKDREAELLYFADVCAGPGGFSEYVLWRKKWHAKGFGM.... Result: 1 (interaction).